Predict which catalyst facilitates the given reaction. From a dataset of Catalyst prediction with 721,799 reactions and 888 catalyst types from USPTO. Reactant: [Br:1][C:2]1[CH:7]=[CH:6][C:5]([NH:8][C:9]([C:11]2[CH:16]=[CH:15][C:14]([C:17]([F:20])([F:19])[F:18])=[CH:13][C:12]=2[F:21])=S)=[CH:4][CH:3]=1.Cl.[NH2:23][OH:24].C(=O)(O)[O-].[Na+]. Product: [Br:1][C:2]1[CH:7]=[CH:6][C:5]([NH:8][C:9](=[N:23][OH:24])[C:11]2[CH:16]=[CH:15][C:14]([C:17]([F:20])([F:19])[F:18])=[CH:13][C:12]=2[F:21])=[CH:4][CH:3]=1. The catalyst class is: 8.